From a dataset of NCI-60 drug combinations with 297,098 pairs across 59 cell lines. Regression. Given two drug SMILES strings and cell line genomic features, predict the synergy score measuring deviation from expected non-interaction effect. (1) Drug 1: C1=NC2=C(N1)C(=S)N=C(N2)N. Drug 2: C1=NC2=C(N=C(N=C2N1C3C(C(C(O3)CO)O)O)F)N. Cell line: CAKI-1. Synergy scores: CSS=44.8, Synergy_ZIP=-6.92, Synergy_Bliss=-6.05, Synergy_Loewe=-11.5, Synergy_HSA=-4.85. (2) Drug 1: CNC(=O)C1=NC=CC(=C1)OC2=CC=C(C=C2)NC(=O)NC3=CC(=C(C=C3)Cl)C(F)(F)F. Drug 2: C1=CC=C(C(=C1)C(C2=CC=C(C=C2)Cl)C(Cl)Cl)Cl. Cell line: CCRF-CEM. Synergy scores: CSS=5.61, Synergy_ZIP=2.29, Synergy_Bliss=6.22, Synergy_Loewe=2.42, Synergy_HSA=2.68.